From a dataset of Catalyst prediction with 721,799 reactions and 888 catalyst types from USPTO. Predict which catalyst facilitates the given reaction. (1) Reactant: [CH:1]1[C:6]([OH:7])=[CH:5][CH:4]=[CH:3][C:2]=1[CH3:8].[H-].[Na+].[CH3:11][O:12][CH2:13]Cl. Product: [CH3:11][O:12][CH2:13][O:7][C:6]1[CH:5]=[CH:4][CH:3]=[C:2]([CH3:8])[CH:1]=1. The catalyst class is: 3. (2) Reactant: [ClH:1].CCOC(C)=O.[CH3:8][O:9][C:10]1[CH:11]=[C:12]([CH:39]=[CH:40][CH:41]=1)[C:13]([NH:15][CH:16]1[CH2:21][CH2:20][N:19]([CH2:22][C:23]2[CH:32]=[CH:31][C:30]3[C:25](=[CH:26][C:27]([CH2:33][O:34][CH2:35][CH2:36][O:37][CH3:38])=[CH:28][CH:29]=3)[CH:24]=2)[CH2:18][CH2:17]1)=[O:14]. Product: [ClH:1].[CH3:8][O:9][C:10]1[CH:11]=[C:12]([CH:39]=[CH:40][CH:41]=1)[C:13]([NH:15][CH:16]1[CH2:21][CH2:20][N:19]([CH2:22][C:23]2[CH:32]=[CH:31][C:30]3[C:25](=[CH:26][C:27]([CH2:33][O:34][CH2:35][CH2:36][O:37][CH3:38])=[CH:28][CH:29]=3)[CH:24]=2)[CH2:18][CH2:17]1)=[O:14]. The catalyst class is: 25.